From a dataset of Full USPTO retrosynthesis dataset with 1.9M reactions from patents (1976-2016). Predict the reactants needed to synthesize the given product. (1) The reactants are: NC1C=CC(N2CCC[C@H](C(N3CCN(C)CC3)=O)C2)=CC=1OC.[CH3:25][O:26][C:27]1[CH:28]=[C:29]([N:36]2[CH2:45][CH2:44][C:39]3([O:43][CH2:42][CH2:41][O:40]3)[CH2:38][CH2:37]2)[CH:30]=[CH:31][C:32]=1[N+:33]([O-])=O. Given the product [O:40]1[C:39]2([CH2:44][CH2:45][N:36]([C:29]3[CH:30]=[CH:31][C:32]([NH2:33])=[C:27]([O:26][CH3:25])[CH:28]=3)[CH2:37][CH2:38]2)[O:43][CH2:42][CH2:41]1, predict the reactants needed to synthesize it. (2) Given the product [C:27]1([C:33]2[O:37][CH:36]=[N:35][C:34]=2[C:38]([NH:1][C:2]2[C:3]([C:8]([NH:10][CH2:11][CH:12]3[CH2:13][CH2:14][O:15][CH2:16][CH2:17]3)=[O:9])=[N:4][CH:5]=[CH:6][CH:7]=2)=[O:39])[CH:28]=[CH:29][CH:30]=[CH:31][CH:32]=1, predict the reactants needed to synthesize it. The reactants are: [NH2:1][C:2]1[C:3]([C:8]([NH:10][CH2:11][CH:12]2[CH2:17][CH2:16][O:15][CH2:14][CH2:13]2)=[O:9])=[N:4][CH:5]=[CH:6][CH:7]=1.C(N(C(C)C)CC)(C)C.[C:27]1([C:33]2[O:37][CH:36]=[N:35][C:34]=2[C:38](Cl)=[O:39])[CH:32]=[CH:31][CH:30]=[CH:29][CH:28]=1. (3) Given the product [NH2:3][C:4]1[C:9]([C:10]([F:12])([F:13])[F:11])=[CH:8][C:7]([CH2:14][CH:15]([NH:21][C:22]([N:24]2[CH2:25][CH2:26][CH:27]([N:30]3[CH2:36][CH2:35][C:34]4[CH:37]=[CH:38][CH:39]=[CH:40][C:33]=4[NH:32][C:31]3=[O:41])[CH2:28][CH2:29]2)=[O:23])[C:16]([OH:18])=[O:17])=[CH:6][C:5]=1[Cl:42], predict the reactants needed to synthesize it. The reactants are: [OH-].[Na+].[NH2:3][C:4]1[C:9]([C:10]([F:13])([F:12])[F:11])=[CH:8][C:7]([CH2:14][CH:15]([NH:21][C:22]([N:24]2[CH2:29][CH2:28][CH:27]([N:30]3[CH2:36][CH2:35][C:34]4[CH:37]=[CH:38][CH:39]=[CH:40][C:33]=4[NH:32][C:31]3=[O:41])[CH2:26][CH2:25]2)=[O:23])[C:16]([O:18]CC)=[O:17])=[CH:6][C:5]=1[Cl:42]. (4) Given the product [CH:11]1[C:12]2[CH:13]([CH2:15][O:16][C:17]([N:19]3[CH2:24][C@H:23]([C:25](=[O:48])[N:26]([CH:45]4[CH2:47][CH2:46]4)[C:27]4[CH:28]=[CH:29][C:30]5[O:35][C:34]([CH3:36])([CH3:37])[C:33](=[O:38])[N:32]([CH2:39][CH2:40][CH2:41][O:42][CH3:43])[C:31]=5[CH:44]=4)[CH2:22][C@H:21]([NH:49][C:55]([C:52]4([C:50]#[N:51])[CH2:54][CH2:53]4)=[O:56])[CH2:20]3)=[O:18])[C:14]3[C:6](=[CH:5][CH:4]=[CH:3][CH:2]=3)[C:7]=2[CH:8]=[CH:9][CH:10]=1, predict the reactants needed to synthesize it. The reactants are: Cl.[CH:2]1[C:14]2[CH:13]([CH2:15][O:16][C:17]([N:19]3[CH2:24][C@H:23]([C:25](=[O:48])[N:26]([CH:45]4[CH2:47][CH2:46]4)[C:27]4[CH:28]=[CH:29][C:30]5[O:35][C:34]([CH3:37])([CH3:36])[C:33](=[O:38])[N:32]([CH2:39][CH2:40][CH2:41][O:42][CH3:43])[C:31]=5[CH:44]=4)[CH2:22][C@H:21]([NH2:49])[CH2:20]3)=[O:18])[C:12]3[C:7](=[CH:8][CH:9]=[CH:10][CH:11]=3)[C:6]=2[CH:5]=[CH:4][CH:3]=1.[C:50]([C:52]1([C:55](O)=[O:56])[CH2:54][CH2:53]1)#[N:51].CCN=C=NCCCN(C)C.Cl.C1C=NC2N(O)N=NC=2C=1.C(N(C(C)C)CC)(C)C. (5) Given the product [CH:41]1([N:33]([CH2:32][C:29]2[CH:28]=[CH:27][C:26]([NH:25][C:24](=[O:47])[C@@H:18]([NH2:17])[CH2:19][CH2:20][CH2:21][CH2:22][NH2:23])=[CH:31][CH:30]=2)[C:34]([C:36]2[O:37][CH:38]=[CH:39][CH:40]=2)=[O:35])[CH2:42][CH2:43][CH2:44][CH2:45][CH2:46]1, predict the reactants needed to synthesize it. The reactants are: C1C2C(COC(=O)[NH:17][C@H:18]([C:24](=[O:47])[NH:25][C:26]3[CH:31]=[CH:30][C:29]([CH2:32][N:33]([CH:41]4[CH2:46][CH2:45][CH2:44][CH2:43][CH2:42]4)[C:34]([C:36]4[O:37][CH:38]=[CH:39][CH:40]=4)=[O:35])=[CH:28][CH:27]=3)[CH2:19][CH2:20][CH2:21][CH2:22][NH2:23])C3C(=CC=CC=3)C=2C=CC=1.C(OC(=O)NCCCC[C@H](N)C(=O)NC1C=CC(C)=CC=1)(C)(C)C. (6) Given the product [C:1]([O:18][CH2:19][I:21])(=[O:17])[CH2:2][CH2:3][CH2:4][CH2:5][CH2:6][CH2:7][CH2:8][CH2:9][CH2:10][CH2:11][CH2:12][CH2:13][CH2:14][CH2:15][CH3:16], predict the reactants needed to synthesize it. The reactants are: [C:1]([O:18][CH2:19]Cl)(=[O:17])[CH2:2][CH2:3][CH2:4][CH2:5][CH2:6][CH2:7][CH2:8][CH2:9][CH2:10][CH2:11][CH2:12][CH2:13][CH2:14][CH2:15][CH3:16].[I-:21].[Na+].